From a dataset of HIV replication inhibition screening data with 41,000+ compounds from the AIDS Antiviral Screen. Binary Classification. Given a drug SMILES string, predict its activity (active/inactive) in a high-throughput screening assay against a specified biological target. (1) The compound is CC1(C)C(=O)C(C)(C)C1=NN. The result is 0 (inactive). (2) The drug is CCC1CCC2c3c([nH]c4ccccc34)C3C(=O)N(c4ccc(OC)cc4)C(=O)C3C2C1. The result is 1 (active). (3) The drug is CC1=N[NH+]([Co-4](N)(N)(N)(N)N)N=N1.[Cl-]. The result is 0 (inactive). (4) The compound is O=C(NCC=CBr)Nc1cnc2ccccc2c1. The result is 0 (inactive). (5) The molecule is CC12Nc3ccccc3N1C(=O)c1ccccc12. The result is 0 (inactive).